From a dataset of Peptide-MHC class II binding affinity with 134,281 pairs from IEDB. Regression. Given a peptide amino acid sequence and an MHC pseudo amino acid sequence, predict their binding affinity value. This is MHC class II binding data. (1) The peptide sequence is AVAANELGMLEKTKE. The MHC is DRB1_0701 with pseudo-sequence DRB1_0701. The binding affinity (normalized) is 0.226. (2) The peptide sequence is NSCAKNYNCKILPNT. The MHC is HLA-DPA10201-DPB11401 with pseudo-sequence HLA-DPA10201-DPB11401. The binding affinity (normalized) is 0.0981. (3) The peptide sequence is KVSFEPIPIHYCAPAGFA. The MHC is HLA-DPA10201-DPB10101 with pseudo-sequence HLA-DPA10201-DPB10101. The binding affinity (normalized) is 0.516. (4) The peptide sequence is DVKFPRGGQIVGGVY. The binding affinity (normalized) is 0.660. The MHC is HLA-DQA10501-DQB10301 with pseudo-sequence HLA-DQA10501-DQB10301. (5) The peptide sequence is DTRLMRLEDEMKEGR. The MHC is DRB3_0202 with pseudo-sequence DRB3_0202. The binding affinity (normalized) is 0.